Dataset: Forward reaction prediction with 1.9M reactions from USPTO patents (1976-2016). Task: Predict the product of the given reaction. (1) Given the reactants [C:9](O[C:9]([O:11][C:12]([CH3:15])([CH3:14])[CH3:13])=[O:10])([O:11][C:12]([CH3:15])([CH3:14])[CH3:13])=[O:10].N1C2C=CC=CC=2N=N1.CN(C1C=CC=CN=1)C.[OH-].[Na+].[NH2:36][C@H:37]([C:43]([OH:45])=[O:44])[CH2:38][CH2:39][CH2:40][CH2:41][NH2:42], predict the reaction product. The product is: [NH2:36][C@H:37]([C:43]([OH:45])=[O:44])[CH2:38][CH2:39][CH2:40][CH2:41][NH:42][C:9]([O:11][C:12]([CH3:13])([CH3:14])[CH3:15])=[O:10]. (2) Given the reactants [CH2:1]([O:3][C:4]1[N:8]([C:9]2[CH:14]=[CH:13][C:12]([C:15]([NH:17][CH2:18][CH3:19])=[O:16])=[CH:11][CH:10]=2)[N:7]=[N:6][C:5]=1[C:20]([O:22]C)=O)[CH3:2].[OH-].[Na+].[CH:26]1([NH2:29])[CH2:28][CH2:27]1.C1C=CC2N(O)N=NC=2C=1.CCN=C=NCCCN(C)C, predict the reaction product. The product is: [CH:26]1([NH:29][C:20]([C:5]2[N:6]=[N:7][N:8]([C:9]3[CH:10]=[CH:11][C:12]([C:15]([NH:17][CH2:18][CH3:19])=[O:16])=[CH:13][CH:14]=3)[C:4]=2[O:3][CH2:1][CH3:2])=[O:22])[CH2:28][CH2:27]1. (3) Given the reactants Br[C:2]1[C:3](=O)[CH2:4][C:5]2([CH2:20][CH2:21][CH2:22][CH3:23])[CH2:14][CH2:13][C:12]3[C:7](=[CH:8][CH:9]=[C:10]([O:16][CH2:17][O:18][CH3:19])[C:11]=3Br)[C:6]=12.[Cl-].[Li+].[C:27]1(P(C2C=CC=CC=2)C2C=CC=CC=2)C=CC=CC=1.C[Sn](C)(C)C.CN(C)[CH:53]=[O:54], predict the reaction product. The product is: [CH2:14]([C:5]12[CH2:4][C:53](=[O:54])[C:2]([CH3:3])=[C:6]1[C:7]1[C:22]([CH2:21][CH2:20]2)=[C:23]([CH3:27])[C:10]([O:16][CH2:17][O:18][CH3:19])=[CH:9][CH:8]=1)[CH2:13][CH2:12][CH3:11]. (4) Given the reactants [C:1]([O:5][C:6]([N:8]1[CH2:13][CH2:12][CH:11]([CH2:14][O:15][CH2:16][CH:17]([NH2:25])[C:18]2[CH:23]=[CH:22][CH:21]=[CH:20][C:19]=2[F:24])[CH2:10][CH2:9]1)=[O:7])([CH3:4])([CH3:3])[CH3:2].[Cl:26][C:27]1[C:35]2[C:30](=[CH:31][C:32]([C:36](O)=[O:37])=[CH:33][CH:34]=2)[NH:29][CH:28]=1, predict the reaction product. The product is: [C:1]([O:5][C:6]([N:8]1[CH2:9][CH2:10][CH:11]([CH2:14][O:15][CH2:16][CH:17]([NH:25][C:36]([C:32]2[CH:31]=[C:30]3[C:35]([C:27]([Cl:26])=[CH:28][NH:29]3)=[CH:34][CH:33]=2)=[O:37])[C:18]2[CH:23]=[CH:22][CH:21]=[CH:20][C:19]=2[F:24])[CH2:12][CH2:13]1)=[O:7])([CH3:4])([CH3:2])[CH3:3].